The task is: Predict the reaction yield, written as a fraction of the theoretical maximum amount of product (1.0 means a 100% yield; for example, 0.34 means a 34% yield).. This data is from Reaction yield outcomes from USPTO patents with 853,638 reactions. (1) The reactants are [CH2:1]([C:5]1[N:6]=[C:7]([CH3:27])[NH:8][C:9](=[O:26])[C:10]=1[CH2:11][C:12]1[CH:17]=[CH:16][C:15]([C:18]2[C:19]([C:24]#[N:25])=[CH:20][CH:21]=[CH:22][CH:23]=2)=[CH:14][CH:13]=1)[CH2:2][CH2:3][CH3:4].N(C(N1CCCCC1)=O)=NC(N1CCCCC1)=O.C(P(CCCC)CCCC)CCC.[CH3:59][C:60]1([CH2:64]O)[CH2:63][O:62][CH2:61]1. The catalyst is C(OCC)(=O)C.O1CCCC1. The product is [CH2:1]([C:5]1[N:6]=[C:7]([CH3:27])[N:8]([CH2:59][C:60]2([CH3:64])[CH2:63][O:62][CH2:61]2)[C:9](=[O:26])[C:10]=1[CH2:11][C:12]1[CH:17]=[CH:16][C:15]([C:18]2[C:19]([C:24]#[N:25])=[CH:20][CH:21]=[CH:22][CH:23]=2)=[CH:14][CH:13]=1)[CH2:2][CH2:3][CH3:4]. The yield is 0.620. (2) The reactants are C(OC[N:9]1[C:18](=[O:19])[C:17]2[C:12](=[CH:13][CH:14]=[CH:15][C:16]=2[OH:20])[N:11]=[CH:10]1)(=O)C(C)(C)C.C1(P(C2C=CC=CC=2)C2C=CC=CC=2)C=CC=CC=1.[CH3:40][N:41]([CH3:47])[C:42](=[O:46])[C@H:43]([CH3:45])O. The catalyst is C(Cl)Cl. The product is [CH3:40][N:41]([CH3:47])[C:42](=[O:46])[C@H:43]([O:20][C:16]1[CH:15]=[CH:14][CH:13]=[C:12]2[C:17]=1[C:18](=[O:19])[NH:9][CH:10]=[N:11]2)[CH3:45]. The yield is 0.710. (3) The reactants are Cl[C:2]1[CH:7]=[CH:6][N:5]=[C:4]([NH2:8])[C:3]=1[I:9].[F:10][C:11]1[CH:16]=[CH:15][C:14]([F:17])=[CH:13][C:12]=1[OH:18].C1CCN2C(=NCCC2)CC1.[OH-].[Na+]. The catalyst is CN1C(=O)CCC1. The product is [F:10][C:11]1[CH:16]=[CH:15][C:14]([F:17])=[CH:13][C:12]=1[O:18][C:2]1[CH:7]=[CH:6][N:5]=[C:4]([NH2:8])[C:3]=1[I:9]. The yield is 0.621. (4) The reactants are [F:1][C:2]1[CH:9]=[CH:8][C:5]([CH:6]=O)=[CH:4][CH:3]=1.Cl.[NH2:11][OH:12].[OH-].[Na+]. The catalyst is O. The product is [F:1][C:2]1[CH:9]=[CH:8][C:5](/[CH:6]=[N:11]\[OH:12])=[CH:4][CH:3]=1. The yield is 0.950. (5) The reactants are [F:1][C:2]1[C:7]([C:8]([F:11])([F:10])[F:9])=[CH:6][CH:5]=[CH:4][C:3]=1[NH:12][C:13](=[O:19])[O:14][C:15]([CH3:18])([CH3:17])[CH3:16].[Li]C(C)(C)C.C(Br)(Br)(Br)[Br:26]. The catalyst is C1COCC1. The product is [Br:26][C:4]1[C:3]([NH:12][C:13](=[O:19])[O:14][C:15]([CH3:16])([CH3:18])[CH3:17])=[C:2]([F:1])[C:7]([C:8]([F:11])([F:10])[F:9])=[CH:6][CH:5]=1. The yield is 0.730. (6) The reactants are [C:1]([C:5]1[C:13]2[C:8](=[CH:9][C:10]([N+:14]([O-])=O)=[CH:11][CH:12]=2)[NH:7][CH:6]=1)([CH3:4])([CH3:3])[CH3:2]. The catalyst is [Ni]. The product is [C:1]([C:5]1[C:13]2[C:8](=[CH:9][C:10]([NH2:14])=[CH:11][CH:12]=2)[NH:7][CH:6]=1)([CH3:4])([CH3:2])[CH3:3]. The yield is 0.770. (7) The reactants are FC1C=C(F)C=CC=1C1C=C(COS(C)(=O)=O)C(=O)N(CC(C)C)N=1.[CH:26]1([CH2:31][N:32]2[C:37](=[O:38])[C:36]([C:39]([O:41]C)=[O:40])=[CH:35][C:34]([C:43]3[CH:48]=[CH:47][C:46]([O:49][CH3:50])=[C:45]([F:51])[CH:44]=3)=[N:33]2)[CH2:30][CH2:29][CH2:28][CH2:27]1. No catalyst specified. The product is [C:39]([C:36]1[C:37](=[O:38])[N:32]([CH2:31][CH:26]2[CH2:30][CH2:29][CH2:28][CH2:27]2)[N:33]=[C:34]([C:43]2[CH:48]=[CH:47][C:46]([O:49][CH3:50])=[C:45]([F:51])[CH:44]=2)[CH:35]=1)([OH:41])=[O:40]. The yield is 0.711.